This data is from Peptide-MHC class I binding affinity with 185,985 pairs from IEDB/IMGT. The task is: Regression. Given a peptide amino acid sequence and an MHC pseudo amino acid sequence, predict their binding affinity value. This is MHC class I binding data. (1) The peptide sequence is GLSQRHEEKV. The MHC is HLA-A02:01 with pseudo-sequence HLA-A02:01. The binding affinity (normalized) is 0.360. (2) The peptide sequence is WIAVPTWRI. The MHC is Mamu-A2201 with pseudo-sequence Mamu-A2201. The binding affinity (normalized) is 0.